This data is from Reaction yield outcomes from USPTO patents with 853,638 reactions. The task is: Predict the reaction yield, written as a fraction of the theoretical maximum amount of product (1.0 means a 100% yield; for example, 0.34 means a 34% yield). (1) The reactants are C([O:8][CH2:9][C:10]1[N:11]([CH2:27][C:28]2[CH:33]=[CH:32][N:31]=[CH:30][CH:29]=2)[C:12]([S:18][C:19]2[CH:24]=[CH:23][CH:22]=[C:21]([O:25][CH3:26])[CH:20]=2)=[C:13]([CH:15]([CH3:17])[CH3:16])[N:14]=1)C1C=CC=CC=1.Cl. The catalyst is CCO. The product is [CH:15]([C:13]1[N:14]=[C:10]([CH2:9][OH:8])[N:11]([CH2:27][C:28]2[CH:29]=[CH:30][N:31]=[CH:32][CH:33]=2)[C:12]=1[S:18][C:19]1[CH:24]=[CH:23][CH:22]=[C:21]([O:25][CH3:26])[CH:20]=1)([CH3:17])[CH3:16]. The yield is 0.870. (2) The reactants are [F:1][C:2]([F:17])([F:16])[C:3]([C:5]1[C:13]2[C:8](=[CH:9][C:10]([O:14][CH3:15])=[CH:11][CH:12]=2)[NH:7][CH:6]=1)=[O:4].C(=O)([O-])[O-].[K+].[K+].I[CH:25]([CH3:27])[CH3:26]. The catalyst is CN(C)C=O. The product is [F:17][C:2]([F:1])([F:16])[C:3]([C:5]1[C:13]2[C:8](=[CH:9][C:10]([O:14][CH3:15])=[CH:11][CH:12]=2)[N:7]([CH:25]([CH3:27])[CH3:26])[CH:6]=1)=[O:4]. The yield is 0.850. (3) The reactants are [CH3:1][N:2]1[C:10]2[C:5](=[CH:6][CH:7]=[CH:8][C:9]=2[CH3:11])[CH:4]=[C:3]1[CH:12]=O.[CH3:14][NH2:15].[BH4-].[Na+]. The catalyst is CO. The product is [CH3:1][N:2]1[C:10]2[C:5](=[CH:6][CH:7]=[CH:8][C:9]=2[CH3:11])[CH:4]=[C:3]1[CH2:12][NH:15][CH3:14]. The yield is 0.940. (4) The reactants are [NH:1]1[C:5]2[C:6]3[CH:7]=[CH:8][N:9]=[CH:10][C:11]=3[CH2:12][CH2:13][C:4]=2[CH:3]=[C:2]1[C:14]([O:16]C)=O.CO.[NH3:20].C(OCC)C. The catalyst is CN(C=O)C. The product is [NH:1]1[C:5]2[C:6]3[CH:7]=[CH:8][N:9]=[CH:10][C:11]=3[CH2:12][CH2:13][C:4]=2[CH:3]=[C:2]1[C:14]([NH2:20])=[O:16]. The yield is 0.500. (5) The reactants are [C:1]([Si:5]([CH3:27])([CH3:26])[O:6][C@H:7]1[CH2:15][CH2:14][CH2:13][C@@:12]2([CH3:16])[C@H:8]1[CH2:9][CH2:10][C@@H:11]2[C:17](=[CH2:25])[CH2:18][CH2:19][CH2:20][C:21]([CH3:24])([OH:23])[CH3:22])([CH3:4])([CH3:3])[CH3:2].ClCCl.[CH3:31][Si:32]([CH3:39])([CH3:38])N1C=CN=C1. The catalyst is O. The product is [C:1]([Si:5]([CH3:26])([CH3:27])[O:6][C@H:7]1[CH2:15][CH2:14][CH2:13][C@@:12]2([CH3:16])[C@H:8]1[CH2:9][CH2:10][C@@H:11]2[C:17](=[CH2:25])[CH2:18][CH2:19][CH2:20][C:21]([CH3:24])([O:23][Si:32]([CH3:39])([CH3:38])[CH3:31])[CH3:22])([CH3:4])([CH3:3])[CH3:2]. The yield is 0.960.